From a dataset of Catalyst prediction with 721,799 reactions and 888 catalyst types from USPTO. Predict which catalyst facilitates the given reaction. Reactant: [C:1]([O:5][C:6]([NH:8][C:9]1[O:17][C:16]2[C:11](=[N:12][CH:13]=[C:14]([C:18]3[CH2:22][CH2:21][O:20][CH:19]=3)[CH:15]=2)[C:10]=1[C:23]([O:25][CH2:26][CH3:27])=[O:24])=[O:7])([CH3:4])([CH3:3])[CH3:2].[CH3:28][C:29]([O:32][C:33](O[C:33]([O:32][C:29]([CH3:31])([CH3:30])[CH3:28])=[O:34])=[O:34])([CH3:31])[CH3:30]. Product: [C:1]([O:5][C:6]([N:8]([C:33]([O:32][C:29]([CH3:31])([CH3:30])[CH3:28])=[O:34])[C:9]1[O:17][C:16]2[C:11](=[N:12][CH:13]=[C:14]([C:18]3[CH2:22][CH2:21][O:20][CH:19]=3)[CH:15]=2)[C:10]=1[C:23]([O:25][CH2:26][CH3:27])=[O:24])=[O:7])([CH3:4])([CH3:3])[CH3:2]. The catalyst class is: 251.